From a dataset of Experimentally validated miRNA-target interactions with 360,000+ pairs, plus equal number of negative samples. Binary Classification. Given a miRNA mature sequence and a target amino acid sequence, predict their likelihood of interaction. (1) The miRNA is hsa-miR-4725-5p with sequence AGACCCUGCAGCCUUCCCACC. The protein sequence of the target gene is MKIGSGFLSGGGGPSSSGGSGSGGSSGSASGGSGGGRRAEMEPTFPQSMVMFNHRLPPVTSFTRPAGTAAPPPQCVLSSSTSAAPAAEPPPPPAPDMTFKKEPAASAAAFPSQRTSWGFLQSLVSIKQEKPADPEEQPSHHHHHHHHYGGLFAGAEERSPGLGGGEGGSHGVIQDLSLLHQHAQQQPAQHHRDVLLSSGSRTDEHGNQEPKQDANVKKAKRPKPESQGIKAKRKPSASSKPLVGEGEGAVLSPSQKPHICDHCSAAFRSSYHLRRHVLIHTGERPFQCSQCSMGFIQKYL.... Result: 0 (no interaction). (2) The miRNA is cel-miR-2209a-3p with sequence AGAGAUCAGCGGUUACACUACA. The protein sequence of the target gene is MQFMLLFSRQGKLRLQKWYVPLSDKEKKKITRELVQTVLARKPKMCSFLEWRDLKIVYKRYASLYFCCAIEDQDNELITLEIIHRYVELLDKYFGSVCELDIIFNFEKAYFILDEFLLGGEVQETSKKNVLKAIEQADLLQEEAETPRSVLEEIGLT. Result: 0 (no interaction). (3) The miRNA is hsa-miR-1272 with sequence GAUGAUGAUGGCAGCAAAUUCUGAAA. The protein sequence of the target gene is METLNGPAGGGAPDAKLQPPGQHHRHHHLHPVAERRRLHRAPSPARPFLKDLHARPAAPGPAVPSSGRAPAPAAPRSPNLAGKAPPSPGSLAAPGRLSRRSGGVPGAKDKPPPGAGARAAGGAKAALGSRRAARVAPAEPLSRAGKPPGAEPPSAAAKGRKAKRGSRAPPARTVGPPTPAARIPAVTLAVTSVAGSPARCSRISHTDSSSDLSDCPSEPLSDEQRLLPAASSDAESGTGSSDREPPRGAPTPSPAARGAPPGSPEPPALLAAPLAAGACPGGRSIPSGVSGGFAGPGVAE.... Result: 0 (no interaction). (4) The miRNA is hsa-miR-192-5p with sequence CUGACCUAUGAAUUGACAGCC. The protein sequence of the target gene is MAMNYNAKDEVDGGPPCAPGGTAKTRRPDNTAFKQQRLPAWQPILTAGTVLPIFFIIGLIFIPIGIGIFVTSNNIREIEIDYTGTEPSSPCNKCLSPDVTPCFCTINFTLEKSFEGNVFMYYGLSNFYQNHRRYVKSRDDSQLNGDSSALLNPSKECEPYRRNEDKPIAPCGAIANSMFNDTLELFLIGNDSYPIPIALKKKGIAWWTDKNVKFRNPPGGDNLEERFKGTTKPVNWLKPVYMLDSDPDNNGFINEDFIVWMRTAALPTFRKLYRLIERKSDLHPTLPAGRYSLNVTYNYP.... Result: 1 (interaction). (5) The miRNA is hsa-miR-650 with sequence AGGAGGCAGCGCUCUCAGGAC. The protein sequence of the target gene is MTSESTLPPVVPPLHSPKSPVWPTFPFHREGSRIWERGGGIAPRDLPSPLPTKRTRTYSATARASAGPVFKGVCKQFSRSQGHGFITPENGSEDIFVHVSDIEGEYVPVEGDEVTYKICPIPPKNQKFQAVEVVLTQLAPHTPHETWSGQVVGS. Result: 0 (no interaction). (6) The miRNA is hsa-miR-6780a-3p with sequence CUCCUCUGUUUUCUUUCCUAG. The protein sequence of the target gene is MSVAGLKKQFHKATQKVSEKVGGAEGTKLDDDFKEMERKVDVTSRAVMEIMTKTIEYLQPNPASRAKLSMINTMSKIRGQEKGPGYPQAEALLAEAMLKFGRELGDDCNFGPALGEVGEAMRELSEVKDSLDMEVKQNFIDPLQNLHDKDLREIQHHLKKLEGRRLDFDYKKKRQGKIPDEELRQALEKFDESKEIAESSMFNLLEMDIEQVSQLSALVQAQLEYHKQAVQILQQVTVRLEERIRQASSQPRREYQPKPRMSLEFATGDSTQPNGGLSHTGTPKPPGVQMDQPCCRALYD.... Result: 0 (no interaction). (7) The miRNA is hsa-miR-548bb-5p with sequence AAAAGUAACUAUGGUUUUUGCC. Result: 0 (no interaction). The protein sequence of the target gene is MATCSRQFTSSSSMKGSCGIGGGSSRMSSILAGGSCRAPSTCGGMSVTSSRFSSGGVCGIGGGYGGSFSSSSFGGGLGSGFGGRFDGFGGGFGAGLGGGLGGGIGDGLLVGSEKVTMQNLNDRLATYLDKVRALEEANRDLEVKIRDWYQRQRPTEIKDYSPYFKTIEDLKSKIIIATQENAQFTLQIDNARLAADDFRTKYENELFLRQSVEGDINGLRKVLDELTLSRADLEMQIENLREELAFLKKNHEEEMLALRGQTGGDVNVEMDAAPGVDLSRILNEMRDQYEQMAEKNRRDV....